Dataset: Full USPTO retrosynthesis dataset with 1.9M reactions from patents (1976-2016). Task: Predict the reactants needed to synthesize the given product. (1) Given the product [CH:7]([N:24]([CH2:22][CH3:23])[CH:9]([CH3:14])[CH3:15])([CH3:8])[CH3:6], predict the reactants needed to synthesize it. The reactants are: C(Cl)Cl.O1[CH2:8][CH2:7][CH2:6]C1.[C:9]1([CH3:15])[CH:14]=CC=CC=1.C(OCC)(=O)C.[CH2:22]([N:24](CC)CC)[CH3:23]. (2) Given the product [CH:51]([C:5]1([C:44]([OH:46])=[O:45])[CH2:6][C:7]([C:9]2[C:13]3[C:14]([O:18][CH:19]4[CH2:20][CH2:21][O:22][CH2:23][CH2:24]4)=[N:15][CH:16]=[CH:17][C:12]=3[N:11]([C:25]([C:32]3[CH:37]=[CH:36][CH:35]=[CH:34][CH:33]=3)([C:38]3[CH:39]=[CH:40][CH:41]=[CH:42][CH:43]=3)[C:26]3[CH:31]=[CH:30][CH:29]=[CH:28][CH:27]=3)[N:10]=2)=[CH:8][NH:4]1)([CH3:55])[CH3:52], predict the reactants needed to synthesize it. The reactants are: C([N:4]1[CH:8]=[C:7]([C:9]2[C:13]3[C:14]([O:18][CH:19]4[CH2:24][CH2:23][O:22][CH2:21][CH2:20]4)=[N:15][CH:16]=[CH:17][C:12]=3[N:11]([C:25]([C:38]3[CH:43]=[CH:42][CH:41]=[CH:40][CH:39]=3)([C:32]3[CH:37]=[CH:36][CH:35]=[CH:34][CH:33]=3)[C:26]3[CH:31]=[CH:30][CH:29]=[CH:28][CH:27]=3)[N:10]=2)[CH:6]=[C:5]1[C:44]([O:46]C)=[O:45])(C)C.[Li+].[OH-].Cl.[CH2:51]1[CH2:55]OC[CH2:52]1. (3) Given the product [F:10][C:4]1[CH:3]=[C:2]([C:19]2[CH2:20][CH2:21][CH2:22][C:18]=2[C:23]([O:25][CH3:26])=[O:24])[CH:7]=[C:6]([F:8])[C:5]=1[OH:9], predict the reactants needed to synthesize it. The reactants are: Br[C:2]1[CH:7]=[C:6]([F:8])[C:5]([OH:9])=[C:4]([F:10])[CH:3]=1.C(N(CC)CC)C.[C:18]1([C:23]([O:25][CH3:26])=[O:24])[CH2:22][CH2:21][CH2:20][CH:19]=1.CC1C(P(C2C(C)=CC=CC=2)C2C(C)=CC=CC=2)=CC=CC=1. (4) Given the product [CH:11]1([N:7]2[CH2:8][CH2:9][CH2:10][N:5]3[C:4](=[O:15])[N:3]=[C:2]([O:35][CH2:34][C:19]4[CH:20]=[CH:21][C:22]([O:23][C:24]5[CH:29]=[CH:28][CH:27]=[C:26]([C:30]([F:31])([F:32])[F:33])[CH:25]=5)=[C:17]([F:16])[CH:18]=4)[CH:14]=[C:6]23)[CH2:13][CH2:12]1, predict the reactants needed to synthesize it. The reactants are: Cl[C:2]1[CH:14]=[C:6]2[N:7]([CH:11]3[CH2:13][CH2:12]3)[CH2:8][CH2:9][CH2:10][N:5]2[C:4](=[O:15])[N:3]=1.[F:16][C:17]1[CH:18]=[C:19]([CH2:34][OH:35])[CH:20]=[CH:21][C:22]=1[O:23][C:24]1[CH:29]=[CH:28][CH:27]=[C:26]([C:30]([F:33])([F:32])[F:31])[CH:25]=1. (5) Given the product [NH2:1][C:2]1[C:11]([CH3:12])=[CH:10][C:9]([C:28]#[N:32])=[CH:8][C:3]=1[C:4]([NH:6][CH3:7])=[O:5], predict the reactants needed to synthesize it. The reactants are: [NH2:1][C:2]1[C:11]([CH3:12])=[CH:10][C:9](Br)=[CH:8][C:3]=1[C:4]([NH:6][CH3:7])=[O:5].CC1C2C(=CC=CC=2)C=CC=1.[C-]#N.[Na+].[CH2:28]([N:32]1C=CN=C1)CCC. (6) Given the product [CH3:20][O:10][C:9](=[O:11])[CH:8]([C:5]1[CH:4]=[CH:3][C:2]([Br:1])=[CH:7][CH:6]=1)[CH2:12][CH2:13][CH:14]1[CH2:18][CH2:17][CH2:16][N:15]1[CH3:19], predict the reactants needed to synthesize it. The reactants are: [Br:1][C:2]1[CH:7]=[CH:6][C:5]([CH:8]([CH2:12][CH2:13][CH:14]2[CH2:18][CH2:17][CH2:16][N:15]2[CH3:19])[C:9]([OH:11])=[O:10])=[CH:4][CH:3]=1.[CH3:20]O.